Task: Predict the product of the given reaction.. Dataset: Forward reaction prediction with 1.9M reactions from USPTO patents (1976-2016) (1) The product is: [N:19](=[CH:13]/[C:12]1[C:11]([OH:18])=[CH:10][C:9]([O:8][CH2:7][CH2:6][CH2:5][CH2:4][CH2:3][CH2:2][Br:1])=[CH:16][CH:15]=1)\[N:20]=[CH:13]\[C:12]1[C:11]([OH:17])=[CH:10][C:9]([O:8][CH2:7][CH2:6][CH2:5][CH2:4][CH2:3][CH2:2][Br:1])=[CH:16][CH:15]=1. Given the reactants [Br:1][CH2:2][CH2:3][CH2:4][CH2:5][CH2:6][CH2:7][O:8][C:9]1[CH:16]=[CH:15][C:12]([CH:13]=O)=[C:11]([OH:17])[CH:10]=1.[OH2:18].[NH2:19][NH2:20], predict the reaction product. (2) The product is: [Br:14][C:9]1[C:10]([O:12][CH3:13])=[CH:11][C:3]([O:2][CH3:1])=[C:4]([CH:8]=1)[C:5]([OH:7])=[O:6]. Given the reactants [CH3:1][O:2][C:3]1[CH:11]=[C:10]([O:12][CH3:13])[CH:9]=[CH:8][C:4]=1[C:5]([OH:7])=[O:6].[Br:14]Br.S([O-])([O-])=O.[Na+].[Na+].O, predict the reaction product.